This data is from NCI-60 drug combinations with 297,098 pairs across 59 cell lines. The task is: Regression. Given two drug SMILES strings and cell line genomic features, predict the synergy score measuring deviation from expected non-interaction effect. (1) Drug 1: CS(=O)(=O)C1=CC(=C(C=C1)C(=O)NC2=CC(=C(C=C2)Cl)C3=CC=CC=N3)Cl. Drug 2: C1CN(P(=O)(OC1)NCCCl)CCCl. Cell line: HS 578T. Synergy scores: CSS=22.2, Synergy_ZIP=11.5, Synergy_Bliss=13.1, Synergy_Loewe=6.11, Synergy_HSA=6.28. (2) Drug 1: CC1C(C(CC(O1)OC2CC(CC3=C2C(=C4C(=C3O)C(=O)C5=C(C4=O)C(=CC=C5)OC)O)(C(=O)C)O)N)O.Cl. Drug 2: CC(C1=C(C=CC(=C1Cl)F)Cl)OC2=C(N=CC(=C2)C3=CN(N=C3)C4CCNCC4)N. Cell line: HT29. Synergy scores: CSS=18.9, Synergy_ZIP=-5.71, Synergy_Bliss=0.0295, Synergy_Loewe=-12.0, Synergy_HSA=-1.05. (3) Drug 1: CC(CN1CC(=O)NC(=O)C1)N2CC(=O)NC(=O)C2. Drug 2: C1=C(C(=O)NC(=O)N1)F. Cell line: K-562. Synergy scores: CSS=56.6, Synergy_ZIP=-6.56, Synergy_Bliss=-6.12, Synergy_Loewe=-4.10, Synergy_HSA=-1.66. (4) Drug 1: C1=CC(=C2C(=C1NCCNCCO)C(=O)C3=C(C=CC(=C3C2=O)O)O)NCCNCCO. Cell line: SR. Synergy scores: CSS=91.8, Synergy_ZIP=7.87, Synergy_Bliss=7.42, Synergy_Loewe=7.62, Synergy_HSA=10.5. Drug 2: CC1CCC2CC(C(=CC=CC=CC(CC(C(=O)C(C(C(=CC(C(=O)CC(OC(=O)C3CCCCN3C(=O)C(=O)C1(O2)O)C(C)CC4CCC(C(C4)OC)OCCO)C)C)O)OC)C)C)C)OC. (5) Drug 1: CC1C(C(CC(O1)OC2CC(CC3=C2C(=C4C(=C3O)C(=O)C5=C(C4=O)C(=CC=C5)OC)O)(C(=O)CO)O)N)O.Cl. Drug 2: C1=NC2=C(N1)C(=S)N=C(N2)N. Cell line: SK-OV-3. Synergy scores: CSS=40.2, Synergy_ZIP=-0.788, Synergy_Bliss=-1.00, Synergy_Loewe=-5.59, Synergy_HSA=0.332. (6) Drug 1: CC1OCC2C(O1)C(C(C(O2)OC3C4COC(=O)C4C(C5=CC6=C(C=C35)OCO6)C7=CC(=C(C(=C7)OC)O)OC)O)O. Drug 2: CC1=C(C=C(C=C1)NC(=O)C2=CC=C(C=C2)CN3CCN(CC3)C)NC4=NC=CC(=N4)C5=CN=CC=C5. Cell line: KM12. Synergy scores: CSS=15.9, Synergy_ZIP=-3.53, Synergy_Bliss=-7.93, Synergy_Loewe=-14.1, Synergy_HSA=-9.89. (7) Drug 1: C1CC(=O)NC(=O)C1N2CC3=C(C2=O)C=CC=C3N. Drug 2: B(C(CC(C)C)NC(=O)C(CC1=CC=CC=C1)NC(=O)C2=NC=CN=C2)(O)O. Cell line: U251. Synergy scores: CSS=2.17, Synergy_ZIP=-5.52, Synergy_Bliss=-10.7, Synergy_Loewe=-3.68, Synergy_HSA=-4.94. (8) Drug 1: CC1OCC2C(O1)C(C(C(O2)OC3C4COC(=O)C4C(C5=CC6=C(C=C35)OCO6)C7=CC(=C(C(=C7)OC)O)OC)O)O. Drug 2: C1CN(CCN1C(=O)CCBr)C(=O)CCBr. Cell line: A549. Synergy scores: CSS=48.5, Synergy_ZIP=-6.75, Synergy_Bliss=-4.01, Synergy_Loewe=-11.7, Synergy_HSA=1.92.